From a dataset of Full USPTO retrosynthesis dataset with 1.9M reactions from patents (1976-2016). Predict the reactants needed to synthesize the given product. (1) Given the product [CH3:1][O:2][C:3](=[O:35])[CH2:4][C:5]1[CH:6]=[CH:7][C:8]([C:11]#[C:12][C:13]2[CH:22]=[C:21]([O:23][CH2:24][O:25][CH2:26][CH2:27][Si:28]([CH3:30])([CH3:31])[CH3:29])[C:20]3[CH:19]([N:39]([CH:36]4[CH2:38][CH2:37]4)[CH3:40])[CH2:18][CH2:17][C:16]([CH3:34])([CH3:33])[C:15]=3[CH:14]=2)=[CH:9][CH:10]=1, predict the reactants needed to synthesize it. The reactants are: [CH3:1][O:2][C:3](=[O:35])[CH2:4][C:5]1[CH:10]=[CH:9][C:8]([C:11]#[C:12][C:13]2[CH:22]=[C:21]([O:23][CH2:24][O:25][CH2:26][CH2:27][Si:28]([CH3:31])([CH3:30])[CH3:29])[C:20]3[C:19](=O)[CH2:18][CH2:17][C:16]([CH3:34])([CH3:33])[C:15]=3[CH:14]=2)=[CH:7][CH:6]=1.[CH:36]1([NH2:39])[CH2:38][CH2:37]1.[C:40]([BH3-])#N.[Na+].C(=O)([O-])[O-].[K+].[K+].CI. (2) Given the product [C:1]1([CH:7]([C:22]2[CH:27]=[CH:26][CH:25]=[CH:24][CH:23]=2)[C:8]2[CH:9]=[C:10]([CH:11]=[CH:12][CH:13]=2)[CH:14]=[O:30])[CH:6]=[CH:5][CH:4]=[CH:3][CH:2]=1, predict the reactants needed to synthesize it. The reactants are: [C:1]1([CH:7]([C:22]2[CH:27]=[CH:26][CH:25]=[CH:24][CH:23]=2)[C:8]2[CH:13]=[CH:12][CH:11]=[C:10](/[CH:14]=C/C3C=CC=CC=3)[CH:9]=2)[CH:6]=[CH:5][CH:4]=[CH:3][CH:2]=1.CC[O:30]CC. (3) Given the product [OH:39][C:38]1[N:48]([C:45]2[CH:46]=[CH:47][C:42]([O:41][CH3:40])=[C:43]([N:49]([CH3:53])[CH2:50][CH2:51][CH3:52])[CH:44]=2)[C:11]([C:10]2[CH:14]=[C:15]([CH:26]([CH3:27])[CH3:28])[C:16]([OH:18])=[CH:17][C:9]=2[OH:8])=[N:56][N:36]=1, predict the reactants needed to synthesize it. The reactants are: C([O:8][C:9]1[CH:17]=[C:16]([O:18]CC2C=CC=CC=2)[C:15]([CH:26]([CH3:28])[CH3:27])=[CH:14][C:10]=1[C:11](O)=O)C1C=CC=CC=1.C(Cl)(=O)C(Cl)=O.C[N:36]([CH:38]=[O:39])C.[CH3:40][O:41][C:42]1[CH:47]=[CH:46][C:45]([NH2:48])=[CH:44][C:43]=1[N:49]([CH3:53])[CH2:50][CH2:51][CH3:52].C([N:56](CC)CC)C. (4) Given the product [CH:1]1([CH:7]([NH:19][C:20]2[CH:21]=[CH:22][C:23]([C:24]([N:30]([CH3:29])[CH2:31][CH2:32][C:33]([OH:35])=[O:34])=[O:25])=[CH:27][CH:28]=2)[C:8]2[CH:12]=[C:11]([CH2:13][CH:14]([CH3:15])[CH3:16])[S:10][C:9]=2[CH2:17][CH3:18])[CH2:2][CH2:3][CH2:4][CH2:5][CH2:6]1, predict the reactants needed to synthesize it. The reactants are: [CH:1]1([CH:7]([NH:19][C:20]2[CH:28]=[CH:27][C:23]([C:24](O)=[O:25])=[CH:22][CH:21]=2)[C:8]2[CH:12]=[C:11]([CH2:13][CH:14]([CH3:16])[CH3:15])[S:10][C:9]=2[CH2:17][CH3:18])[CH2:6][CH2:5][CH2:4][CH2:3][CH2:2]1.[CH3:29][NH:30][CH2:31][CH2:32][C:33]([O:35]CC)=[O:34]. (5) Given the product [Br:1][C:2]1[CH:3]=[C:4]([NH2:9])[C:5]([CH3:8])=[N:6][CH:7]=1, predict the reactants needed to synthesize it. The reactants are: [Br:1][C:2]1[CH:3]=[C:4]([N+:9]([O-])=O)[C:5]([CH3:8])=[N:6][CH:7]=1.[Cl-].[NH4+]. (6) The reactants are: I[C:2]1[C:3]([O:11][CH3:12])=[N:4][C:5]([O:9][CH3:10])=[N:6][C:7]=1[CH3:8].[C:13]([O:17][CH3:18])(=[O:16])[CH:14]=[CH2:15].C(OCC)(=O)C. Given the product [CH3:10][O:9][C:5]1[N:4]=[C:3]([O:11][CH3:12])[C:2]([CH:15]=[CH:14][C:13]([O:17][CH3:18])=[O:16])=[C:7]([CH3:8])[N:6]=1, predict the reactants needed to synthesize it. (7) Given the product [Cl:24][C:25]1[CH:30]=[C:29]([F:31])[CH:28]=[CH:27][C:26]=1[CH2:32][NH:33][C:6](=[O:8])[C@@H:5]1[CH2:9][CH2:10][C:11](=[O:12])[N:4]1[CH2:3][C:2]([CH3:1])=[CH2:13], predict the reactants needed to synthesize it. The reactants are: [CH3:1][C:2](=[CH2:13])[CH2:3][N:4]1[C:11](=[O:12])[CH2:10][CH2:9][C@H:5]1[C:6]([OH:8])=O.ON1C2C=CC=CC=2N=N1.[Cl:24][C:25]1[CH:30]=[C:29]([F:31])[CH:28]=[CH:27][C:26]=1[CH2:32][NH2:33].Cl.CN(C)CCCN=C=NCC.